From a dataset of Forward reaction prediction with 1.9M reactions from USPTO patents (1976-2016). Predict the product of the given reaction. (1) Given the reactants [O:1]1CCO[CH:2]1[C:6]1[CH:7]=[CH:8][C:9]2[O:13][C:12](=[O:14])[N:11]([CH2:15][C:16]3[CH:21]=[CH:20][CH:19]=[C:18]([O:22][CH3:23])[CH:17]=3)[C:10]=2[CH:24]=1.CC1C=CC(S(O)(=O)=O)=CC=1, predict the reaction product. The product is: [CH3:23][O:22][C:18]1[CH:17]=[C:16]([CH:21]=[CH:20][CH:19]=1)[CH2:15][N:11]1[C:10]2[CH:24]=[C:6]([CH:2]=[O:1])[CH:7]=[CH:8][C:9]=2[O:13][C:12]1=[O:14]. (2) Given the reactants C(O[C:4](=[O:21])[C:5](=[CH:11][NH:12][C:13]1[CH:14]=[N:15][C:16]([O:19][CH3:20])=[CH:17][CH:18]=1)[C:6]([O:8][CH2:9][CH3:10])=[O:7])C, predict the reaction product. The product is: [CH2:9]([O:8][C:6]([C:5]1[C:4](=[O:21])[C:14]2[C:13](=[CH:18][CH:17]=[C:16]([O:19][CH3:20])[N:15]=2)[NH:12][CH:11]=1)=[O:7])[CH3:10].